Task: Predict the product of the given reaction.. Dataset: Forward reaction prediction with 1.9M reactions from USPTO patents (1976-2016) Given the reactants [CH:1]([C:4]1[CH:9]=[CH:8][C:7]([CH:10]2[C:14]3[C:15]([CH3:22])=[C:16]([NH2:21])[C:17]([CH3:20])=[C:18]([CH3:19])[C:13]=3[O:12][C:11]2([CH3:24])[CH3:23])=[CH:6][CH:5]=1)([CH3:3])[CH3:2].[CH3:25][O:26][C:27]1[CH:35]=[CH:34][C:30]([C:31](Cl)=[O:32])=[CH:29][CH:28]=1, predict the reaction product. The product is: [CH:1]([C:4]1[CH:9]=[CH:8][C:7]([CH:10]2[C:14]3[C:15]([CH3:22])=[C:16]([NH:21][C:31](=[O:32])[C:30]4[CH:34]=[CH:35][C:27]([O:26][CH3:25])=[CH:28][CH:29]=4)[C:17]([CH3:20])=[C:18]([CH3:19])[C:13]=3[O:12][C:11]2([CH3:24])[CH3:23])=[CH:6][CH:5]=1)([CH3:3])[CH3:2].